This data is from Full USPTO retrosynthesis dataset with 1.9M reactions from patents (1976-2016). The task is: Predict the reactants needed to synthesize the given product. (1) Given the product [Br:23][C:24]1[C:25]([O:36][CH3:37])=[C:26]([C:31]([CH2:34][S:44][C:39]2[CH:40]=[CH:41][CH:42]=[CH:43][N:38]=2)=[CH:32][CH:33]=1)[C:27]([O:29][CH3:30])=[O:28], predict the reactants needed to synthesize it. The reactants are: BrC1C(O)=C(C(CSC2C=CC=CC=2OC)=CC=1)C(OC)=O.[Br:23][C:24]1[C:25]([O:36][CH3:37])=[C:26]([C:31]([CH2:34]Br)=[CH:32][CH:33]=1)[C:27]([O:29][CH3:30])=[O:28].[N:38]1[CH:43]=[CH:42][CH:41]=[CH:40][C:39]=1[SH:44]. (2) Given the product [C:4]([C:3]1[NH:1][CH:2]=[C:19]([C:18]([O:24][CH2:23][CH3:22])=[O:21])[CH:9]=1)([O:6][CH2:7][CH3:8])=[O:5], predict the reactants needed to synthesize it. The reactants are: [N+:1]([CH2:3][C:4]([O:6][CH2:7][CH3:8])=[O:5])#[C-:2].[CH2:9]1[CH2:19][CH2:18]N2C(=NCCC2)CC1.C=[O:21].[CH3:22][C:23](O)=[O:24]. (3) Given the product [C:20]([C:2]1[N:7]=[C:6]([C:8]([O:10][CH3:11])=[O:9])[CH:5]=[CH:4][C:3]=1[F:12])#[C:21][CH2:22][CH3:23], predict the reactants needed to synthesize it. The reactants are: Br[C:2]1[N:7]=[C:6]([C:8]([O:10][CH3:11])=[O:9])[CH:5]=[CH:4][C:3]=1[F:12].C(N(CC)CC)C.[CH:20]#[C:21][CH2:22][CH3:23]. (4) Given the product [CH2:58]1[C:59]2=[C:62]([OH:63])[C:40](=[CH:41][CH:61]=[CH:60]2)[CH2:39][C:38]2=[C:37]([OH:44])[C:6](=[CH:5][CH:4]=[CH:3]2)[CH2:1][C:7]2=[CH:8][CH:9]=[CH:14][C:13](=[C:34]2[OH:36])[CH2:12][C:15]2=[CH:22][CH:23]=[CH:18][C:17]1=[C:16]2[OH:32], predict the reactants needed to synthesize it. The reactants are: [C:1]1([C:7]#[C:8][C:9]2[CH:14]=[CH:13][C:12]([CH2:15][C:16](=[O:32])[CH2:17][C:18]3[CH:23]=[CH:22]C(C#CC4C=CC=CC=4)=CC=3)=CC=2)[CH:6]=[CH:5][CH:4]=[CH:3]C=1.C[CH:34]([OH:36])C.[C:37]1(C)C=[CH:41][CH:40]=[CH:39][CH:38]=1.[OH-:44].C([N+]([CH2:58][CH2:59][CH2:60][CH3:61])(CCCC)CCCC)CCC.[CH3:62][OH:63]. (5) Given the product [Br:18][CH2:13][C:8]([C:5]1[CH:4]=[C:3]([CH2:1][CH3:2])[S:7][CH:6]=1)=[O:9], predict the reactants needed to synthesize it. The reactants are: [CH2:1]([C:3]1[S:7][CH:6]=[C:5]([C:8](Cl)=[O:9])[CH:4]=1)[CH3:2].[N+](=[CH:13][Si](C)(C)C)=[N-].[BrH:18].C(=O)(O)[O-].[Na+]. (6) The reactants are: [C:1]([O:5][C:6]([C@@H:8]1[CH2:12][CH2:11][CH:10]([OH:13])[N:9]1[C:14]([O:16][C:17]([CH3:20])([CH3:19])[CH3:18])=[O:15])=[O:7])([CH3:4])([CH3:3])[CH3:2].[CH3:21][C:22]1C=CC(S([O-])(=O)=O)=CC=1.C1C=C[NH+]=CC=1. Given the product [C:1]([O:5][C:6]([C@@H:8]1[CH2:12][CH2:11][CH:10]([O:13][CH2:21][CH3:22])[N:9]1[C:14]([O:16][C:17]([CH3:20])([CH3:19])[CH3:18])=[O:15])=[O:7])([CH3:4])([CH3:3])[CH3:2], predict the reactants needed to synthesize it.